This data is from Full USPTO retrosynthesis dataset with 1.9M reactions from patents (1976-2016). The task is: Predict the reactants needed to synthesize the given product. (1) The reactants are: C([N:8]1[CH2:13][CH2:12][C:11]([CH2:24][CH2:25][N:26]2[C@H:31]3[CH2:32][CH2:33][C@@H:27]2[CH2:28][CH:29]([N:34]2[C:38]4[CH:39]=[CH:40][CH:41]=[CH:42][C:37]=4[N:36]=[C:35]2[CH3:43])[CH2:30]3)([C:14]2[CH:19]=[CH:18][CH:17]=[C:16]([C:20]([F:23])([F:22])[F:21])[CH:15]=2)[CH2:10][CH2:9]1)C1C=CC=CC=1.[ClH:44]. Given the product [ClH:44].[ClH:44].[CH3:43][C:35]1[N:34]([CH:29]2[CH2:28][CH:27]3[N:26]([CH2:25][CH2:24][C:11]4([C:14]5[CH:19]=[CH:18][CH:17]=[C:16]([C:20]([F:21])([F:23])[F:22])[CH:15]=5)[CH2:12][CH2:13][NH:8][CH2:9][CH2:10]4)[CH:31]([CH2:32][CH2:33]3)[CH2:30]2)[C:38]2[CH:39]=[CH:40][CH:41]=[CH:42][C:37]=2[N:36]=1, predict the reactants needed to synthesize it. (2) The reactants are: [CH2:1]([C:3]1[N:7]([C:8]2[CH:13]=[CH:12][C:11]([CH2:14][CH2:15][NH:16][C:17]([NH:19][S:20]([C:23]3[CH:28]=[CH:27][C:26]([CH3:29])=[CH:25][CH:24]=3)(=[O:22])=[O:21])=[O:18])=[CH:10][CH:9]=2)[C:6]2[CH:30]=[CH:31][C:32]([CH:34]([OH:36])[CH3:35])=[CH:33][C:5]=2[N:4]=1)[CH3:2].S(Cl)(Cl)=O.[CH2:41](N(CC)CC)C. Given the product [CH2:1]([C:3]1[N:7]([C:8]2[CH:13]=[CH:12][C:11]([CH2:14][CH2:15][NH:16][C:17]([NH:19][S:20]([C:23]3[CH:28]=[CH:27][C:26]([CH3:29])=[CH:25][CH:24]=3)(=[O:22])=[O:21])=[O:18])=[CH:10][CH:9]=2)[C:6]2[CH:30]=[CH:31][C:32]([CH:34]([O:36][CH3:41])[CH3:35])=[CH:33][C:5]=2[N:4]=1)[CH3:2], predict the reactants needed to synthesize it.